Dataset: Forward reaction prediction with 1.9M reactions from USPTO patents (1976-2016). Task: Predict the product of the given reaction. (1) Given the reactants [Cl:1][C:2]1[CH:3]=[C:4]2[C:8](=[C:9]([Cl:11])[CH:10]=1)[C:7](=O)[CH2:6][CH2:5]2.Cl.[CH3:14][O:15][NH2:16], predict the reaction product. The product is: [CH3:14][O:15][N:16]=[C:7]1[C:8]2[C:4](=[CH:3][C:2]([Cl:1])=[CH:10][C:9]=2[Cl:11])[CH2:5][CH2:6]1. (2) Given the reactants [CH3:1][O:2][C:3]1[CH:8]=[C:7]([O:9][CH3:10])[CH:6]=[CH:5][C:4]=1[C:11]1[C:19]2[C:14](=[C:15]([C:20]([F:23])([F:22])[F:21])[CH:16]=[CH:17][CH:18]=2)[NH:13][N:12]=1.[H-].[Na+].[CH2:26](Br)[CH:27]=[CH2:28], predict the reaction product. The product is: [CH2:28]([N:12]1[C:11]([C:4]2[CH:5]=[CH:6][C:7]([O:9][CH3:10])=[CH:8][C:3]=2[O:2][CH3:1])=[C:19]2[C:14]([C:15]([C:20]([F:23])([F:22])[F:21])=[CH:16][CH:17]=[CH:18]2)=[N:13]1)[CH:27]=[CH2:26]. (3) Given the reactants CC([NH:9][S:10](/[CH:13]=[CH:14]/[C:15]1[CH:20]=[CH:19][C:18]([Cl:21])=[CH:17][CH:16]=1)(=[O:12])=[O:11])(C)CC(C)(C)C.FC(F)(F)C(O)=O, predict the reaction product. The product is: [Cl:21][C:18]1[CH:17]=[CH:16][C:15](/[CH:14]=[CH:13]/[S:10]([NH2:9])(=[O:11])=[O:12])=[CH:20][CH:19]=1. (4) Given the reactants [CH2:1]([NH2:4])[CH2:2][NH2:3].CS(O)(=O)=O.[CH:10]1[CH:15]=[CH:14][C:13]([CH2:16][O:17][C:18](Cl)=[O:19])=[CH:12][CH:11]=1.C(O[K])(C)=O, predict the reaction product. The product is: [NH2:3][CH2:2][CH2:1][NH:4][C:18](=[O:19])[O:17][CH2:16][C:13]1[CH:14]=[CH:15][CH:10]=[CH:11][CH:12]=1.